Dataset: Forward reaction prediction with 1.9M reactions from USPTO patents (1976-2016). Task: Predict the product of the given reaction. (1) Given the reactants C(=O)([O-])[O-].[K+].[K+].[CH2:7]([O:9][C:10](=[O:33])[C@@H:11]([CH2:18][C:19]1[C:20]([CH2:28][O:29]C(=O)C)=[C:21]2[C:25](=[CH:26][CH:27]=1)[NH:24][N:23]=[CH:22]2)[CH2:12][C:13]([O:15][CH2:16]C)=[O:14])C, predict the reaction product. The product is: [CH3:7][O:9][C:10](=[O:33])[C@@H:11]([CH2:18][C:19]1[C:20]([CH2:28][OH:29])=[C:21]2[C:25](=[CH:26][CH:27]=1)[NH:24][N:23]=[CH:22]2)[CH2:12][C:13]([O:15][CH3:16])=[O:14]. (2) The product is: [C:28]1([CH2:27][O:26][C:24](=[O:25])[NH:18][CH2:16][S:8]([C:5]2[CH:6]=[CH:7][C:2]([F:1])=[C:3]([N+:13]([O-:15])=[O:14])[CH:4]=2)(=[O:9])=[O:10])[CH:33]=[CH:32][CH:31]=[CH:30][CH:29]=1. Given the reactants [F:1][C:2]1[CH:7]=[CH:6][C:5]([S:8](NC)(=[O:10])=[O:9])=[CH:4][C:3]=1[N+:13]([O-:15])=[O:14].[CH2:16]([N:18](CC)CC)C.Cl[C:24]([O:26][CH2:27][C:28]1[CH:33]=[CH:32][CH:31]=[CH:30][CH:29]=1)=[O:25], predict the reaction product. (3) Given the reactants [C:1]([O:4][C:5]([CH3:44])([CH3:43])[CH2:6][NH:7][C:8](=[O:42])[C@H:9]([N:17]([C:19](=[O:41])[C@H:20]([N:32](C(OC(C)(C)C)=O)[CH3:33])[CH2:21][C:22]1[CH:31]=[CH:30][C:29]2[C:24](=[CH:25][CH:26]=[CH:27][CH:28]=2)[CH:23]=1)[CH3:18])[CH2:10][C:11]1[CH:16]=[CH:15][CH:14]=[CH:13][CH:12]=1)(=[O:3])[CH3:2].FC(F)(F)C(O)=O, predict the reaction product. The product is: [C:1]([O:4][C:5]([CH3:44])([CH3:43])[CH2:6][NH:7][C:8](=[O:42])[C@H:9]([N:17]([CH3:18])[C:19](=[O:41])[C@H:20]([NH:32][CH3:33])[CH2:21][C:22]1[CH:31]=[CH:30][C:29]2[C:24](=[CH:25][CH:26]=[CH:27][CH:28]=2)[CH:23]=1)[CH2:10][C:11]1[CH:12]=[CH:13][CH:14]=[CH:15][CH:16]=1)(=[O:3])[CH3:2]. (4) Given the reactants [O:1]([C:8]1[CH:9]=[C:10]([C:14]23[CH2:21][CH2:20][C:17](CO)([CH2:18][CH2:19]2)[CH2:16][O:15]3)[CH:11]=[CH:12][CH:13]=1)[C:2]1[CH:7]=[CH:6][CH:5]=[CH:4][CH:3]=1.[C:24]([O-])(O)=[O:25].[Na+].CC(OI1(OC(C)=O)(OC(C)=O)OC(=O)C2C=CC=CC1=2)=O, predict the reaction product. The product is: [O:1]([C:8]1[CH:9]=[C:10]([C:14]23[CH2:19][CH2:18][C:17]([CH:16]=[O:15])([CH2:20][CH2:21]2)[O:25][CH2:24]3)[CH:11]=[CH:12][CH:13]=1)[C:2]1[CH:3]=[CH:4][CH:5]=[CH:6][CH:7]=1. (5) The product is: [CH3:33][N:34]1[CH2:39][CH2:38][N:37]([CH2:40][CH2:41][C:42]([O:30][CH2:29][N:25]2[C:24](=[O:31])/[C:23](=[CH:22]/[C:21]3[CH:20]=[N:19][N:12]4[C:13]([NH:15][CH:16]5[CH2:17][CH2:18]5)=[CH:14][C:9]([NH:8][C:6]5[CH:7]=[C:2]([Cl:1])[CH:3]=[CH:4][C:5]=5[F:32])=[N:10][C:11]=34)/[NH:27][C:26]2=[O:28])=[O:43])[CH2:36][CH2:35]1. Given the reactants [Cl:1][C:2]1[CH:3]=[CH:4][C:5]([F:32])=[C:6]([NH:8][C:9]2[CH:14]=[C:13]([NH:15][CH:16]3[CH2:18][CH2:17]3)[N:12]3[N:19]=[CH:20][C:21](/[CH:22]=[C:23]4/[C:24](=[O:31])[N:25]([CH2:29][OH:30])[C:26](=[O:28])[NH:27]/4)=[C:11]3[N:10]=2)[CH:7]=1.[CH3:33][N:34]1[CH2:39][CH2:38][N:37]([CH2:40][CH2:41][C:42](O)=[O:43])[CH2:36][CH2:35]1.C1(N=C=NC2CCCCC2)CCCCC1, predict the reaction product. (6) Given the reactants [Br:1][C:2]1[C:10]2[N:9]=[C:8]([C:11]([F:14])([F:13])[F:12])[N:7]([CH2:15][C:16]3[CH:21]=[CH:20][CH:19]=[C:18]([Cl:22])[C:17]=3[CH3:23])[C:6]=2[CH:5]=[C:4]([NH2:24])[CH:3]=1.[OH-].[Na+].Br[CH2:28][CH2:29][O:30][CH2:31][CH2:32]Br, predict the reaction product. The product is: [Br:1][C:2]1[C:10]2[N:9]=[C:8]([C:11]([F:14])([F:13])[F:12])[N:7]([CH2:15][C:16]3[CH:21]=[CH:20][CH:19]=[C:18]([Cl:22])[C:17]=3[CH3:23])[C:6]=2[CH:5]=[C:4]([N:24]2[CH2:32][CH2:31][O:30][CH2:29][CH2:28]2)[CH:3]=1. (7) Given the reactants Br[CH2:2][C:3]([C:5]1[CH:10]=[CH:9][C:8]([OH:11])=[CH:7][CH:6]=1)=O.[NH2:12][C:13]1[CH:18]=[CH:17][C:16]([Br:19])=[CH:15][N:14]=1, predict the reaction product. The product is: [Br:19][C:16]1[CH:17]=[CH:18][C:13]2[N:14]([CH:2]=[C:3]([C:5]3[CH:10]=[CH:9][C:8]([OH:11])=[CH:7][CH:6]=3)[N:12]=2)[CH:15]=1.